From a dataset of Hepatocyte clearance measurements from AstraZeneca. Regression/Classification. Given a drug SMILES string, predict its absorption, distribution, metabolism, or excretion properties. Task type varies by dataset: regression for continuous measurements (e.g., permeability, clearance, half-life) or binary classification for categorical outcomes (e.g., BBB penetration, CYP inhibition). For this dataset (clearance_hepatocyte_az), we predict log10(clearance) (log10 of the in vitro intrinsic clearance, CLint, in uL/min per 10^6 hepatocytes; values are censored to the assay range of 3 to 150, which is 0.477 to 2.18 on this log10 scale). (1) The log10(clearance) is 0.480. The molecule is Cc1nccn1CC1CCc2c(c3ccccc3n2C)C1=O. (2) The compound is Nc1ncnc2c1ncn2[C@@H]1O[C@H](CO)[C@@H](O)[C@H]1O. The log10(clearance) is 0.480. (3) The drug is CCCc1nc2c(C)cc(-c3nc4ccccc4n3C)cc2n1Cc1ccc(-c2ccccc2C(=O)O)cc1. The log10(clearance) is 0.600. (4) The molecule is CNC(=O)Nc1nc2ccc(-c3cncc(S(=O)(=O)NC(C)(C)C)c3)cn2n1. The log10(clearance) is 0.480. (5) The molecule is COc1ccnc(CCc2nc3cc(Br)cnc3[nH]2)c1. The log10(clearance) is 1.46. (6) The compound is C=CCOc1cc(-c2cccc3c(=O)cc(N4CCOCC4)oc23)ccc1NC(=O)CN1CCOCC1. The log10(clearance) is 1.92. (7) The molecule is CCn1c(SCC(=O)Nc2cc(C)on2)nnc1-c1cccnc1. The log10(clearance) is 1.88. (8) The log10(clearance) is 2.14. The compound is COc1ccc(-c2nc3c(NCCCN(C)C(=O)C4CCC4)c(Br)cnc3[nH]2)cc1.